From a dataset of Forward reaction prediction with 1.9M reactions from USPTO patents (1976-2016). Predict the product of the given reaction. (1) Given the reactants [Cl:1][C:2]1[CH:7]=[C:6]([F:8])[CH:5]=[CH:4][C:3]=1[C@H:9]1[C:14]([C:15]([O:17][C@H:18]([CH3:24])[C:19]([O:21][CH2:22][CH3:23])=[O:20])=[O:16])=[C:13]([CH2:25]Br)[NH:12][C:11]([C:27]2[S:28][CH:29]=[CH:30][N:31]=2)=[N:10]1.[NH:32]1[CH2:37][CH2:36][O:35][CH2:34][C@H:33]1[C:38]([OH:40])=[O:39].C(=O)([O-])[O-].[K+].[K+], predict the reaction product. The product is: [Cl:1][C:2]1[CH:7]=[C:6]([F:8])[CH:5]=[CH:4][C:3]=1[C@@H:9]1[N:10]=[C:11]([C:27]2[S:28][CH:29]=[CH:30][N:31]=2)[NH:12][C:13]([CH2:25][N:32]2[CH2:37][CH2:36][O:35][CH2:34][C@H:33]2[C:38]([OH:40])=[O:39])=[C:14]1[C:15]([O:17][C@H:18]([CH3:24])[C:19]([O:21][CH2:22][CH3:23])=[O:20])=[O:16]. (2) Given the reactants Cl[C:2]1[C:7]([CH2:8][CH2:9]Cl)=[C:6]([C:11]2[CH:16]=[CH:15][CH:14]=[C:13]([O:17][CH3:18])[CH:12]=2)[N:5]=[C:4]([N:19]2[CH2:24][CH2:23][O:22][CH2:21][CH2:20]2)[N:3]=1.[NH2:25][C:26]1[CH:27]=[N:28][CH:29]=[CH:30][CH:31]=1, predict the reaction product. The product is: [CH3:18][O:17][C:13]1[CH:12]=[C:11]([C:6]2[C:7]3[CH2:8][CH2:9][N:25]([C:26]4[CH:27]=[N:28][CH:29]=[CH:30][CH:31]=4)[C:2]=3[N:3]=[C:4]([N:19]3[CH2:24][CH2:23][O:22][CH2:21][CH2:20]3)[N:5]=2)[CH:16]=[CH:15][CH:14]=1. (3) Given the reactants [H-].[Na+].[CH3:3][O:4][C:5]1[CH:6]=[C:7]([CH2:11][C:12]#[N:13])[CH:8]=[CH:9][CH:10]=1.[Si]([O:21][CH2:22][CH2:23]Br)(C(C)(C)C)(C)C.[F-].C([N+](CC[CH2:41][CH3:42])(CCCC)CCCC)CCC.CS(C)=[O:45], predict the reaction product. The product is: [OH:45][CH2:41][CH2:42][C:11]([C:7]1[CH:8]=[CH:9][CH:10]=[C:5]([O:4][CH3:3])[CH:6]=1)([CH2:23][CH2:22][OH:21])[C:12]#[N:13]. (4) Given the reactants [CH3:1][N:2]1[CH2:7][CH2:6][N:5]([CH2:8][C:9]2[N:13]3[CH:14]=[CH:15][CH:16]=[CH:17][C:12]3=[N:11][C:10]=2[CH2:18][NH:19][CH:20]2[C:29]3[N:28]=[CH:27][CH:26]=[CH:25][C:24]=3[CH2:23][CH2:22][CH2:21]2)[CH2:4][CH2:3]1.C=O.[C:32](O[BH-](OC(=O)C)OC(=O)C)(=O)C.[Na+].C(O)(=O)C.C(=O)([O-])[O-].[Na+].[Na+], predict the reaction product. The product is: [CH3:32][N:19]([CH2:18][C:10]1[N:11]=[C:12]2[CH:17]=[CH:16][CH:15]=[CH:14][N:13]2[C:9]=1[CH2:8][N:5]1[CH2:4][CH2:3][N:2]([CH3:1])[CH2:7][CH2:6]1)[CH:20]1[C:29]2[N:28]=[CH:27][CH:26]=[CH:25][C:24]=2[CH2:23][CH2:22][CH2:21]1. (5) Given the reactants [Cl:1][S:2]([OH:5])(=O)=[O:3].[CH3:6][O:7][C:8]1[CH:13]=[CH:12][C:11]([C:14]2[S:18][C:17]([NH:19][C:20](=[O:22])[CH3:21])=[N:16][C:15]=2[CH3:23])=[CH:10][CH:9]=1, predict the reaction product. The product is: [C:20]([NH:19][C:17]1[S:18][C:14]([C:11]2[CH:10]=[CH:9][C:8]([O:7][CH3:6])=[C:13]([S:2]([Cl:1])(=[O:5])=[O:3])[CH:12]=2)=[C:15]([CH3:23])[N:16]=1)(=[O:22])[CH3:21]. (6) Given the reactants [CH2:1]([N:3]1[CH2:8][C:7]([CH3:10])([CH3:9])[O:6][C:5](=[O:11])[CH:4]1[CH2:12][C:13]([OH:15])=O)[CH3:2].C(N(C(C)C)CC)(C)C.CN(C(ON1N=NC2C=CC=NC1=2)=[N+](C)C)C.F[P-](F)(F)(F)(F)F.[CH3:49][O:50][C:51]1[CH:52]=[C:53]([CH:56]=[CH:57][CH:58]=1)[CH2:54][NH2:55], predict the reaction product. The product is: [CH2:1]([N:3]1[CH2:8][C:7]([CH3:9])([CH3:10])[O:6][C:5](=[O:11])[CH:4]1[CH2:12][C:13]([NH:55][CH2:54][C:53]1[CH:56]=[CH:57][CH:58]=[C:51]([O:50][CH3:49])[CH:52]=1)=[O:15])[CH3:2]. (7) Given the reactants CC1(C)C(C)(C)OB([C:9]2[CH:14]=[CH:13][N:12]=[C:11]([NH:15][C:16](=[O:18])[CH3:17])[CH:10]=2)O1.O.Br[C:22]1[CH:23]=[N:24][C:25]([N:40]([CH3:42])[CH3:41])=[C:26]([CH:39]=1)[C:27]([N:29]([C:31]1[CH:36]=[CH:35][C:34]([F:37])=[CH:33][C:32]=1[F:38])[CH3:30])=[O:28].C(=O)([O-])[O-].[Cs+].[Cs+], predict the reaction product. The product is: [C:16]([NH:15][C:11]1[CH:10]=[C:9]([C:22]2[CH:23]=[N:24][C:25]([N:40]([CH3:42])[CH3:41])=[C:26]([C:27]([N:29]([C:31]3[CH:36]=[CH:35][C:34]([F:37])=[CH:33][C:32]=3[F:38])[CH3:30])=[O:28])[CH:39]=2)[CH:14]=[CH:13][N:12]=1)(=[O:18])[CH3:17].